Dataset: Reaction yield outcomes from USPTO patents with 853,638 reactions. Task: Predict the reaction yield, written as a fraction of the theoretical maximum amount of product (1.0 means a 100% yield; for example, 0.34 means a 34% yield). (1) The reactants are [OH:1][C:2]1[C:3]([C:24]([NH:26][CH2:27][C:28]([O:30]CC)=[O:29])=[O:25])=[C:4]2[C:9](=[CH:10][C:11]=1[C:12]1[CH:17]=[CH:16][CH:15]=[CH:14][CH:13]=1)[N:8]=[CH:7][C:6]([C:18]1[CH:23]=[CH:22][CH:21]=[CH:20][CH:19]=1)=[N:5]2.[OH-].[Na+]. The catalyst is C(O)C. The product is [OH:1][C:2]1[C:3]([C:24]([NH:26][CH2:27][C:28]([OH:30])=[O:29])=[O:25])=[C:4]2[C:9](=[CH:10][C:11]=1[C:12]1[CH:13]=[CH:14][CH:15]=[CH:16][CH:17]=1)[N:8]=[CH:7][C:6]([C:18]1[CH:23]=[CH:22][CH:21]=[CH:20][CH:19]=1)=[N:5]2. The yield is 0.900. (2) The reactants are [CH2:1]([Br:8])[C:2]1[CH:7]=[CH:6][CH:5]=[CH:4][CH:3]=1.[N:9]1([C:25]([O:27][C:28]([CH3:31])([CH3:30])[CH3:29])=[O:26])[CH:13]2[CH2:14][N:15]([C:18]([O:20][C:21]([CH3:24])([CH3:23])[CH3:22])=[O:19])[CH2:16][CH2:17][N:12]2[CH2:11][CH2:10]1. The catalyst is C(#N)C. The product is [Br-:8].[CH2:1]([N+:12]12[CH2:11][CH2:10][N:9]([C:25]([O:27][C:28]([CH3:31])([CH3:30])[CH3:29])=[O:26])[CH:13]1[CH2:14][N:15]([C:18]([O:20][C:21]([CH3:24])([CH3:23])[CH3:22])=[O:19])[CH2:16][CH2:17]2)[C:2]1[CH:7]=[CH:6][CH:5]=[CH:4][CH:3]=1. The yield is 0.610.